From a dataset of Catalyst prediction with 721,799 reactions and 888 catalyst types from USPTO. Predict which catalyst facilitates the given reaction. (1) Reactant: Cl.[NH2:2][C:3]12[CH2:10][CH2:9][C:6]([C:11]([O:13][CH2:14][CH3:15])=[O:12])([CH2:7][CH2:8]1)[CH2:5][CH2:4]2.C(=O)([O-])[O-].[K+].[K+].[I-].[K+].[F:24][C@@H:25]1[CH2:29][N:28]([C:30](=[O:42])[CH2:31]OS(C2C=CC=CC=2)(=O)=O)[C@H:27]([C:43]#[N:44])[CH2:26]1. Product: [CH2:14]([O:13][C:11]([C:6]12[CH2:5][CH2:4][C:3]([NH:2][CH2:31][C:30]([N:28]3[CH2:29][C@@H:25]([F:24])[CH2:26][C@H:27]3[C:43]#[N:44])=[O:42])([CH2:10][CH2:9]1)[CH2:8][CH2:7]2)=[O:12])[CH3:15]. The catalyst class is: 9. (2) Reactant: [H-].[Na+].[S:3]1[CH:7]=[CH:6][N:5]=[C:4]1[CH2:8][OH:9].[CH2:10]([C@H:17]1[N:22]([C:23]([C:25]2[N:26]=[CH:27][N:28]([C@H:36]3[CH2:41][CH2:40][CH2:39][CH2:38][C@@:37]3([CH2:43]Cl)[OH:42])[C:29]=2[C:30]2[CH:35]=[CH:34][CH:33]=[CH:32][CH:31]=2)=[O:24])[CH2:21][CH2:20][N:19]([C:45]([O:47][C:48]([CH3:51])([CH3:50])[CH3:49])=[O:46])[CH2:18]1)[C:11]1[CH:16]=[CH:15][CH:14]=[CH:13][CH:12]=1.C(=O)(O)[O-].[Na+]. Product: [CH2:10]([C@H:17]1[N:22]([C:23]([C:25]2[N:26]=[CH:27][N:28]([C@H:36]3[CH2:41][CH2:40][CH2:39][CH2:38][C@:37]3([OH:42])[CH2:43][O:9][CH2:8][C:4]3[S:3][CH:7]=[CH:6][N:5]=3)[C:29]=2[C:30]2[CH:35]=[CH:34][CH:33]=[CH:32][CH:31]=2)=[O:24])[CH2:21][CH2:20][N:19]([C:45]([O:47][C:48]([CH3:51])([CH3:50])[CH3:49])=[O:46])[CH2:18]1)[C:11]1[CH:16]=[CH:15][CH:14]=[CH:13][CH:12]=1. The catalyst class is: 3.